Dataset: Forward reaction prediction with 1.9M reactions from USPTO patents (1976-2016). Task: Predict the product of the given reaction. (1) Given the reactants C(O[C:6](=O)[N:7]([CH:9]([CH2:35][CH:36]1[CH2:41][CH2:40][CH2:39][O:38][CH2:37]1)[CH2:10][NH:11][C:12](=[O:34])[C:13]1[CH:18]=[CH:17][CH:16]=[C:15]([CH:19]([O:26][CH2:27][CH2:28][NH:29][C:30](OC)=[O:31])[C:20]2[CH:25]=[CH:24][CH:23]=[CH:22][CH:21]=2)[CH:14]=1)C)(C)(C)C.[O:43]1CCO[CH2:45][CH2:44]1, predict the reaction product. The product is: [CH3:6][NH:7][C@@H:9]([CH2:35][C@H:36]1[CH2:41][CH2:40][CH2:39][O:38][CH2:37]1)[CH2:10][NH:11][C:12]([C:13]1[CH:14]=[C:15]([CH:19]([C:20]2[CH:21]=[CH:22][CH:23]=[CH:24][CH:25]=2)[O:26][CH2:27][CH2:28][NH:29][C:30](=[O:31])[O:43][CH2:44][CH3:45])[CH:16]=[CH:17][CH:18]=1)=[O:34]. (2) Given the reactants [CH3:1][N:2]([C@H:13]1[CH2:17][CH2:16][NH:15][CH2:14]1)[C:3](=[O:12])[O:4][CH2:5][C:6]1[CH:11]=[CH:10][CH:9]=[CH:8][CH:7]=1.I[CH2:19][CH3:20].C(=O)([O-])[O-].[K+].[K+], predict the reaction product. The product is: [CH2:19]([N:15]1[CH2:16][CH2:17][C@H:13]([N:2]([CH3:1])[C:3](=[O:12])[O:4][CH2:5][C:6]2[CH:11]=[CH:10][CH:9]=[CH:8][CH:7]=2)[CH2:14]1)[CH3:20]. (3) Given the reactants [CH:1]([O:4][C:5]([N:7]1[CH2:12][CH2:11][CH:10]([O:13][N:14]=[C:15]2[CH2:20][CH2:19][N:18]([C:21]3[CH:26]=[C:25]([F:27])[C:24]([CH2:28]O)=[CH:23][C:22]=3[F:30])[CH2:17][CH2:16]2)[CH2:9][CH2:8]1)=[O:6])([CH3:3])[CH3:2].C1(P(C2C=CC=CC=2)C2C=CC=CC=2)C=CC=CC=1.C1(=O)[NH:54]C(=O)C2=CC=CC=C12.CCOC(/N=N/C(OCC)=O)=O, predict the reaction product. The product is: [CH:1]([O:4][C:5]([N:7]1[CH2:8][CH2:9][CH:10]([O:13][N:14]=[C:15]2[CH2:16][CH2:17][N:18]([C:21]3[CH:26]=[C:25]([F:27])[C:24]([CH2:28][NH2:54])=[CH:23][C:22]=3[F:30])[CH2:19][CH2:20]2)[CH2:11][CH2:12]1)=[O:6])([CH3:2])[CH3:3].